This data is from Forward reaction prediction with 1.9M reactions from USPTO patents (1976-2016). The task is: Predict the product of the given reaction. (1) Given the reactants [CH2:1]([N:5]1[C:15]2[C:10](=[CH:11][CH:12]=[CH:13][CH:14]=2)[C:8](=[O:9])[C:6]1=[O:7])[CH2:2][CH2:3][CH3:4].[C:16]([C:19]1[CH:24]=[CH:23][CH:22]=[CH:21][N:20]=1)(=[O:18])[CH3:17].CNC, predict the reaction product. The product is: [CH2:1]([N:5]1[C:15]2[C:10](=[CH:11][CH:12]=[CH:13][CH:14]=2)[C:8]([OH:9])([CH2:17][C:16](=[O:18])[C:19]2[CH:24]=[CH:23][CH:22]=[CH:21][N:20]=2)[C:6]1=[O:7])[CH2:2][CH2:3][CH3:4]. (2) Given the reactants [ClH:1].Cl.[CH3:3][O:4][C:5]1[CH:10]=[CH:9][C:8]([N:11]([CH:31]2[CH2:36][CH2:35][NH:34][CH2:33][CH2:32]2)[CH2:12][C:13]2[CH:14]=[C:15]([C:19]3[CH:24]=[C:23]([O:25][CH3:26])[C:22]([O:27][CH3:28])=[C:21]([O:29][CH3:30])[CH:20]=3)[CH:16]=[N:17][CH:18]=2)=[CH:7][CH:6]=1.[Cl:37][CH2:38][C:39]1[CH:44]=[CH:43][N:42]=[C:41]([C:45]2[CH:50]=[CH:49][CH:48]=[C:47]([O:51][CH3:52])[CH:46]=2)[CH:40]=1, predict the reaction product. The product is: [ClH:37].[ClH:1].[ClH:37].[CH3:3][O:4][C:5]1[CH:6]=[CH:7][C:8]([N:11]([CH:31]2[CH2:36][CH2:35][N:34]([CH2:38][C:39]3[CH:44]=[CH:43][N:42]=[C:41]([C:45]4[CH:50]=[CH:49][CH:48]=[C:47]([O:51][CH3:52])[CH:46]=4)[CH:40]=3)[CH2:33][CH2:32]2)[CH2:12][C:13]2[CH:14]=[C:15]([C:19]3[CH:24]=[C:23]([O:25][CH3:26])[C:22]([O:27][CH3:28])=[C:21]([O:29][CH3:30])[CH:20]=3)[CH:16]=[N:17][CH:18]=2)=[CH:9][CH:10]=1. (3) Given the reactants [F:1][C:2]1[CH:7]=C(C)[CH:5]=[CH:4][C:3]=1[N+:9]([O-:11])=[O:10].[Cr](O[Cr]([O-])(=O)=O)([O-])(=O)=O.[K+].[K+].S(=O)(=O)(O)O.[C:28]([OH:31])(=[O:30])[CH3:29], predict the reaction product. The product is: [F:1][C:2]1[CH:7]=[C:29]([CH:5]=[CH:4][C:3]=1[N+:9]([O-:11])=[O:10])[C:28]([OH:31])=[O:30]. (4) Given the reactants [C@@H:1]1([N:10]2[CH:15]=[CH:14][C:13](=[O:16])[NH:12][C:11]2=[O:17])[O:7][C@H:6]([CH2:8][OH:9])[C@@H:4]([OH:5])[C@@H:2]1[OH:3].C(O[C:22](=[O:24])[CH3:23])(=O)C, predict the reaction product. The product is: [C:2]([O:3][C@H:2]1[C@H:4]([O:5][C:4](=[O:5])[CH3:6])[C@@H:6]([CH2:8][O:9][C:22](=[O:24])[CH3:23])[O:7][C@H:1]1[N:10]1[CH:15]=[CH:14][C:13](=[O:16])[NH:12][C:11]1=[O:17])(=[O:3])[CH3:1].